From a dataset of Forward reaction prediction with 1.9M reactions from USPTO patents (1976-2016). Predict the product of the given reaction. (1) The product is: [N:10]1([C:2]2[CH:3]=[C:4]([CH:7]=[CH:8][N:9]=2)[C:5]#[N:6])[CH2:15][CH2:14][NH:13][CH2:12][CH2:11]1. Given the reactants Cl[C:2]1[CH:3]=[C:4]([CH:7]=[CH:8][N:9]=1)[C:5]#[N:6].[NH:10]1[CH2:15][CH2:14][NH:13][CH2:12][CH2:11]1, predict the reaction product. (2) Given the reactants C([O:3][C:4]([CH2:6][O:7][C:8]1[CH:13]=[CH:12][CH:11]=[CH:10][C:9]=1[N:14]1[C:20]2[C:21]([CH3:25])=[CH:22][CH:23]=[CH:24][C:19]=2[C:18]([C:26]2[CH:31]=[CH:30][CH:29]=[CH:28][C:27]=2[F:32])=[N:17][C:16]([CH:67]=[C:68]=[O:69])([NH:33][C:34]([NH:36][C:37]2[CH:42]=[CH:41][CH:40]=[C:39]([C:43]3[N:47](C(C4C=CC=CC=4)(C4C=CC=CC=4)C4C=CC=CC=4)[N:46]=[N:45][N:44]=3)[CH:38]=2)=[O:35])[C:15]1=[O:70])=[O:5])C.[OH-].[Na+].Cl.O, predict the reaction product. The product is: [F:32][C:27]1[CH:28]=[CH:29][CH:30]=[CH:31][C:26]=1[C:18]1[C:19]2[CH:24]=[CH:23][CH:22]=[C:21]([CH3:25])[C:20]=2[N:14]([C:9]2[CH:10]=[CH:11][CH:12]=[CH:13][C:8]=2[O:7][CH2:6][C:4]([OH:5])=[O:3])[C:15](=[O:70])[C:16]([CH:67]=[C:68]=[O:69])([NH:33][C:34]([NH:36][C:37]2[CH:42]=[CH:41][CH:40]=[C:39]([C:43]3[NH:47][N:46]=[N:45][N:44]=3)[CH:38]=2)=[O:35])[N:17]=1. (3) Given the reactants Br[C:2]1[CH:14]=[N:13][C:12]2[C:11]3[CH:10]=[CH:9][C:8]([S:15]([CH3:18])(=[O:17])=[O:16])=[CH:7][C:6]=3[N:5]([C@H:19]([C:26]3[CH:31]=[CH:30][CH:29]=[CH:28][CH:27]=3)[CH:20]3[CH2:25][CH2:24][O:23][CH2:22][CH2:21]3)[C:4]=2[CH:3]=1.[CH3:32][N:33]1[C:37](B2OC(C)(C)C(C)(C)O2)=[CH:36][CH:35]=[N:34]1.C(=O)([O-])[O-].[Na+].[Na+].O, predict the reaction product. The product is: [CH3:18][S:15]([C:8]1[CH:9]=[CH:10][C:11]2[C:12]3[N:13]=[CH:14][C:2]([C:37]4[N:33]([CH3:32])[N:34]=[CH:35][CH:36]=4)=[CH:3][C:4]=3[N:5]([C@@H:19]([CH:20]3[CH2:25][CH2:24][O:23][CH2:22][CH2:21]3)[C:26]3[CH:27]=[CH:28][CH:29]=[CH:30][CH:31]=3)[C:6]=2[CH:7]=1)(=[O:16])=[O:17]. (4) Given the reactants COC(=O)CC1CC2C(=CC(OCCNC(OC(C)(C)C)=O)=CC=2)NC1=O.[CH3:28][O:29][C:30](=[O:61])[CH2:31][C:32]1[C:33](=[O:60])[N:34]([CH2:53][C:54]2[CH:59]=[CH:58][CH:57]=[CH:56][CH:55]=2)[C:35]2[C:40]([CH:41]=1)=[CH:39][CH:38]=[C:37]([O:42][CH2:43][CH2:44][NH:45]C(OC(C)(C)C)=O)[CH:36]=2, predict the reaction product. The product is: [CH3:28][O:29][C:30](=[O:61])[CH2:31][C:32]1[C:33](=[O:60])[N:34]([CH2:53][C:54]2[CH:55]=[CH:56][CH:57]=[CH:58][CH:59]=2)[C:35]2[C:40]([CH:41]=1)=[CH:39][CH:38]=[C:37]([O:42][CH2:43][CH2:44][NH2:45])[CH:36]=2. (5) Given the reactants C1(C)C=CC=CC=1P(C1C=CC=CC=1C)C1C=CC=CC=1C.[Br:23][C:24]1[CH:29]=[CH:28][C:27](I)=[CH:26][CH:25]=1.[C:31]([OH:36])(=[O:35])/[CH:32]=[CH:33]/[CH3:34].C(N(CC)CC)C.Cl, predict the reaction product. The product is: [Br:23][C:24]1[CH:29]=[CH:28][C:27](/[C:33](/[CH3:34])=[CH:32]/[C:31]([OH:36])=[O:35])=[CH:26][CH:25]=1. (6) Given the reactants [Br:1][C:2]1[CH:3]=[C:4]([CH:8]([C:10]2[S:11][C:12]([CH2:15][CH3:16])=[CH:13][CH:14]=2)O)[CH:5]=[CH:6][CH:7]=1.C([SiH](CC)CC)C.C(=O)([O-])O.[Na+], predict the reaction product. The product is: [Br:1][C:2]1[CH:3]=[C:4]([CH2:8][C:10]2[S:11][C:12]([CH2:15][CH3:16])=[CH:13][CH:14]=2)[CH:5]=[CH:6][CH:7]=1. (7) Given the reactants [Na].Cl[C:3]1[CH:8]=[C:7]([CH3:9])[N:6]=[C:5]([NH:10][C:11]2[CH:16]=[CH:15][C:14]([N:17]3[CH:21]=[C:20]([CH3:22])[N:19]=[CH:18]3)=[C:13]([O:23][CH3:24])[CH:12]=2)[N:4]=1.[CH3:25][O:26][CH2:27][CH2:28][OH:29], predict the reaction product. The product is: [CH3:25][O:26][CH2:27][CH2:28][O:29][C:3]1[CH:8]=[C:7]([CH3:9])[N:6]=[C:5]([NH:10][C:11]2[CH:16]=[CH:15][C:14]([N:17]3[CH:21]=[C:20]([CH3:22])[N:19]=[CH:18]3)=[C:13]([O:23][CH3:24])[CH:12]=2)[N:4]=1. (8) Given the reactants C(N(CC)CC)C.[NH:8]1[CH2:12][CH2:11][C@@H:10]([CH2:13][NH:14][C:15](=[O:24])[O:16][CH2:17][C:18]2[CH:23]=[CH:22][CH:21]=[CH:20][CH:19]=2)[CH2:9]1.Cl[C:26]1[C:35]2[C:30](=[CH:31][CH:32]=[C:33]([F:36])[CH:34]=2)[N:29]=[C:28]([C:37]2[CH:42]=[CH:41][CH:40]=[CH:39][C:38]=2[OH:43])[N:27]=1, predict the reaction product. The product is: [F:36][C:33]1[CH:34]=[C:35]2[C:30](=[CH:31][CH:32]=1)[N:29]=[C:28]([C:37]1[CH:42]=[CH:41][CH:40]=[CH:39][C:38]=1[OH:43])[N:27]=[C:26]2[N:8]1[CH2:12][CH2:11][C@@H:10]([CH2:13][NH:14][C:15](=[O:24])[O:16][CH2:17][C:18]2[CH:23]=[CH:22][CH:21]=[CH:20][CH:19]=2)[CH2:9]1.